Regression. Given a peptide amino acid sequence and an MHC pseudo amino acid sequence, predict their binding affinity value. This is MHC class II binding data. From a dataset of Peptide-MHC class II binding affinity with 134,281 pairs from IEDB. (1) The peptide sequence is SGMAEATSLDTMAQM. The MHC is DRB1_0401 with pseudo-sequence DRB1_0401. The binding affinity (normalized) is 0.415. (2) The peptide sequence is KNVFDDVVPEKYTIG. The MHC is HLA-DQA10301-DQB10302 with pseudo-sequence HLA-DQA10301-DQB10302. The binding affinity (normalized) is 0.285. (3) The MHC is HLA-DQA10401-DQB10402 with pseudo-sequence HLA-DQA10401-DQB10402. The binding affinity (normalized) is 0.240. The peptide sequence is NRFSYIPNGALKFVD. (4) The peptide sequence is GTGSLVITASMSGHI. The MHC is HLA-DPA10201-DPB10101 with pseudo-sequence HLA-DPA10201-DPB10101. The binding affinity (normalized) is 0.125. (5) The peptide sequence is IIAGTPEVHAVKPGA. The MHC is HLA-DQA10102-DQB10502 with pseudo-sequence HLA-DQA10102-DQB10502. The binding affinity (normalized) is 0.0124. (6) The binding affinity (normalized) is 0.340. The peptide sequence is PELKPGESRHTSDHM. The MHC is HLA-DQA10501-DQB10301 with pseudo-sequence HLA-DQA10501-DQB10301. (7) The peptide sequence is YHFDLSGHAFGAMAK. The MHC is HLA-DQA10501-DQB10301 with pseudo-sequence HLA-DQA10501-DQB10301. The binding affinity (normalized) is 0.687.